This data is from Forward reaction prediction with 1.9M reactions from USPTO patents (1976-2016). The task is: Predict the product of the given reaction. (1) Given the reactants [B:1]([C:4]1[CH:12]=[CH:11][C:7]([C:8]([OH:10])=O)=[C:6]([F:13])[CH:5]=1)([OH:3])[OH:2].[CH3:14][S:15]([C:18]1[CH:19]=[C:20]([CH2:24][NH2:25])[CH:21]=[CH:22][CH:23]=1)(=[O:17])=[O:16].CCN(C(C)C)C(C)C.CN(C(ON1N=NC2C=CC=CC1=2)=[N+](C)C)C.[B-](F)(F)(F)F, predict the reaction product. The product is: [F:13][C:6]1[CH:5]=[C:4]([B:1]([OH:2])[OH:3])[CH:12]=[CH:11][C:7]=1[C:8](=[O:10])[NH:25][CH2:24][C:20]1[CH:21]=[CH:22][CH:23]=[C:18]([S:15]([CH3:14])(=[O:17])=[O:16])[CH:19]=1. (2) Given the reactants [NH2:1][C:2]1[CH:3]=[CH:4][C:5]([CH3:24])=[C:6]([CH:23]=1)[O:7][C:8]1[CH:9]=[CH:10][C:11]2[N:12]([N:14]=[C:15]([NH:17][C:18]([CH:20]3[CH2:22][CH2:21]3)=[O:19])[N:16]=2)[CH:13]=1.[CH3:25][N:26]1[C:30]([C:31](Cl)=[O:32])=[CH:29][C:28]([CH3:34])=[N:27]1, predict the reaction product. The product is: [CH:20]1([C:18]([NH:17][C:15]2[N:16]=[C:11]3[CH:10]=[CH:9][C:8]([O:7][C:6]4[CH:23]=[C:2]([NH:1][C:31]([C:30]5[N:26]([CH3:25])[N:27]=[C:28]([CH3:34])[CH:29]=5)=[O:32])[CH:3]=[CH:4][C:5]=4[CH3:24])=[CH:13][N:12]3[N:14]=2)=[O:19])[CH2:22][CH2:21]1. (3) Given the reactants [Si:1]([O:18][CH2:19][C:20]1[N:25]=[C:24]2[C:26]([C:29](OCC)=[O:30])=[N:27][O:28][C:23]2=[C:22]([Cl:34])[C:21]=1[N:35]1[CH2:40][C@H:39]([CH3:41])[O:38][C@H:37]([CH3:42])[CH2:36]1)([C:14]([CH3:17])([CH3:16])[CH3:15])([C:8]1[CH:13]=[CH:12][CH:11]=[CH:10][CH:9]=1)[C:2]1[CH:7]=[CH:6][CH:5]=[CH:4][CH:3]=1.[CH3:43][C:44]([CH3:48])([CH3:47])[CH2:45][NH2:46], predict the reaction product. The product is: [Si:1]([O:18][CH2:19][C:20]1[N:25]=[C:24]2[C:26]([C:29]([NH:46][CH2:45][C:44]([CH3:48])([CH3:47])[CH3:43])=[O:30])=[N:27][O:28][C:23]2=[C:22]([Cl:34])[C:21]=1[N:35]1[CH2:40][C@H:39]([CH3:41])[O:38][C@H:37]([CH3:42])[CH2:36]1)([C:14]([CH3:15])([CH3:16])[CH3:17])([C:2]1[CH:3]=[CH:4][CH:5]=[CH:6][CH:7]=1)[C:8]1[CH:13]=[CH:12][CH:11]=[CH:10][CH:9]=1. (4) Given the reactants [C:1]([C:5]1[CH:6]=[C:7]([C:19]2[S:23][C:22]([C:24]([O:26]CC)=[O:25])=[N:21][C:20]=2[CH:29]([CH:32]2[CH2:37][CH2:36][CH2:35][CH2:34][CH2:33]2)[O:30][CH3:31])[CH:8]=[CH:9][C:10]=1[S:11](=[O:18])(=[O:17])[NH:12][C:13]([CH3:16])([CH3:15])[CH3:14])([CH3:4])([CH3:3])[CH3:2].[OH-].[K+:39], predict the reaction product. The product is: [C:1]([C:5]1[CH:6]=[C:7]([C:19]2[S:23][C:22]([C:24]([O-:26])=[O:25])=[N:21][C:20]=2[CH:29]([CH:32]2[CH2:33][CH2:34][CH2:35][CH2:36][CH2:37]2)[O:30][CH3:31])[CH:8]=[CH:9][C:10]=1[S:11](=[O:18])(=[O:17])[NH:12][C:13]([CH3:16])([CH3:14])[CH3:15])([CH3:2])([CH3:3])[CH3:4].[K+:39]. (5) Given the reactants [CH3:1][O:2][C:3]([CH:5]([CH2:9][C:10]1[CH:15]=[CH:14][C:13]([O:16][CH2:17][CH2:18][O:19][C:20]2[CH:29]=[CH:28][C:27]3[CH2:26][CH2:25][CH2:24][CH2:23][C:22]=3[CH:21]=2)=[CH:12][CH:11]=1)[C:6](O)=[O:7])=[O:4].S(Cl)(Cl)=O.[NH3:34], predict the reaction product. The product is: [C:6]([CH:5]([CH2:9][C:10]1[CH:15]=[CH:14][C:13]([O:16][CH2:17][CH2:18][O:19][C:20]2[CH:29]=[CH:28][C:27]3[CH2:26][CH2:25][CH2:24][CH2:23][C:22]=3[CH:21]=2)=[CH:12][CH:11]=1)[C:3]([O:2][CH3:1])=[O:4])(=[O:7])[NH2:34]. (6) Given the reactants C[N:2](C)/[CH:3]=[CH:4]/[C:5]([C:7]1[C:12](=[O:13])[CH:11]=[CH:10][N:9]([C:14]2[CH:19]=[CH:18][CH:17]=[C:16]([CH2:20][N:21]([CH3:23])[CH3:22])[CH:15]=2)[N:8]=1)=O.[F:25][C:26]1[CH:31]=[CH:30][CH:29]=[CH:28][C:27]=1[NH:32]N, predict the reaction product. The product is: [CH3:22][N:21]([CH2:20][C:16]1[CH:15]=[C:14]([N:9]2[CH:10]=[CH:11][C:12](=[O:13])[C:7]([C:5]3[N:32]([C:27]4[CH:28]=[CH:29][CH:30]=[CH:31][C:26]=4[F:25])[N:2]=[CH:3][CH:4]=3)=[N:8]2)[CH:19]=[CH:18][CH:17]=1)[CH3:23]. (7) Given the reactants [F:1][C:2]1[CH:3]=[C:4]([CH:10]2[CH2:14][CH2:13][CH2:12][C:11]2=[O:15])[CH:5]=[C:6]([F:9])[C:7]=1[F:8].[C:16](Cl)([N:18]=[C:19]=[O:20])=[O:17], predict the reaction product. The product is: [F:1][C:2]1[CH:3]=[C:4]([CH:10]2[C:11]3[O:15][C:19](=[O:20])[NH:18][C:16](=[O:17])[C:12]=3[CH2:13][CH2:14]2)[CH:5]=[C:6]([F:9])[C:7]=1[F:8].